This data is from Forward reaction prediction with 1.9M reactions from USPTO patents (1976-2016). The task is: Predict the product of the given reaction. (1) Given the reactants Br[C:2]1[CH:7]=[CH:6][C:5]([F:8])=[CH:4][C:3]=1[F:9].[CH3:10][NH:11][CH2:12][CH2:13][NH:14][CH3:15].O(C(C)(C)C)[Na], predict the reaction product. The product is: [F:9][C:3]1[CH:4]=[C:5]([F:8])[CH:6]=[CH:7][C:2]=1[N:11]([CH3:10])[CH2:12][CH2:13][NH:14][CH3:15]. (2) Given the reactants Cl[C:2]([O:4][CH2:5][CH3:6])=[O:3].[CH3:7][C:8]1[C:13]([N:14]2[C:23](=[O:24])[C:22]3[C:17](=[CH:18][CH:19]=[CH:20][CH:21]=3)[N:16]=[CH:15]2)=[CH:12][CH:11]=[CH:10][C:9]=1[C:25]1[CH:33]=[CH:32][C:31]([C:34]([NH2:36])=[O:35])=[C:30]2[C:26]=1[C:27]1[CH2:40][NH:39][CH2:38][CH2:37][C:28]=1[NH:29]2, predict the reaction product. The product is: [C:34]([C:31]1[C:30]2[NH:29][C:28]3[CH2:37][CH2:38][N:39]([C:2]([O:4][CH2:5][CH3:6])=[O:3])[CH2:40][C:27]=3[C:26]=2[C:25]([C:9]2[CH:10]=[CH:11][CH:12]=[C:13]([N:14]3[C:23](=[O:24])[C:22]4[C:17](=[CH:18][CH:19]=[CH:20][CH:21]=4)[N:16]=[CH:15]3)[C:8]=2[CH3:7])=[CH:33][CH:32]=1)(=[O:35])[NH2:36]. (3) Given the reactants C.[Cl-:2].[Cs+:3].[CH2:4]1[N:43]2[C:44](=[O:45])[N:40]3[CH:41]4[N:73]5[C:74](=[O:75])[N:46]([CH2:47][N:48]6[C:49]([N:51]7[CH2:52][N:53]8[C:54]([N:56]9[CH2:57][N:58]%10[C:59]([N:61]%11[CH2:62][N:63]%12[C:64]([N:66]%13[CH2:67]N%14C(N(C5)C5N([CH2:39]3)C(=O)N(C5%14)C[N:29]3[C:30](=[O:31])[N:26]([CH:27]%12[CH:28]3%13)[CH2:25][N:22]3[C:23](=[O:24])[N:19]([CH:20]%10[CH:21]3%11)[CH2:18][N:15]3[C:16](=[O:17])[N:12]([CH:13]8[CH:14]39)[CH2:11][N:8]3[C:9](=[O:10])[N:5]1[CH:6]6[CH:7]37)=O)=[O:65])=[O:60])=[O:55])=[O:50])[CH:42]42, predict the reaction product. The product is: [Cl-:2].[Cs+:3].[CH2:52]1[N:53]2[C:54](=[O:55])[N:56]3[CH:14]4[N:15]5[C:16](=[O:17])[N:12]([CH2:11][N:8]6[C:9]([N:5]7[CH2:4][N:43]8[C:44]([N:40]9[CH2:39][N:29]%10[C:30]([N:26]%11[CH2:25][N:22]%12[C:23]([N:19]([CH2:18]5)[CH:20]5[N:58]([CH2:57]3)[C:59](=[O:60])[N:61]([CH:21]5%12)[CH2:62][N:63]3[C:64](=[O:65])[N:66]([CH:28]%10[CH:27]3%11)[CH2:67][N:73]3[C:74](=[O:75])[N:46]([CH:42]8[CH:41]39)[CH2:47][N:48]3[C:49](=[O:50])[N:51]1[CH:7]6[CH:6]37)=[O:24])=[O:31])=[O:45])=[O:10])[CH:13]42. (4) Given the reactants [NH:1]1[C:9]2[C:4](=[CH:5][C:6]([CH:10]=[O:11])=[CH:7][CH:8]=2)[CH:3]=[N:2]1.Br[CH2:13][C:14]1[CH:19]=[CH:18][C:17]([Cl:20])=[CH:16][C:15]=1[C:21]([F:24])([F:23])[F:22], predict the reaction product. The product is: [Cl:20][C:17]1[CH:18]=[CH:19][C:14]([CH2:13][N:1]2[C:9]3[C:4](=[CH:5][C:6]([CH:10]=[O:11])=[CH:7][CH:8]=3)[CH:3]=[N:2]2)=[C:15]([C:21]([F:22])([F:23])[F:24])[CH:16]=1. (5) Given the reactants [F:1][C:2]1[CH:3]=[N:4][CH:5]=[CH:6][C:7]=1[C:8]([NH:10][C:11]1[CH:15]=[CH:14][N:13]([CH2:16][C:17]2[CH:22]=[CH:21][C:20](I)=[CH:19][C:18]=2[C:24]([F:27])([F:26])[F:25])[N:12]=1)=[O:9].[O-]P([O-])([O-])=O.[K+].[K+].[K+].C1(P([CH:49]2[CH2:54][CH2:53]CCC2)C2CCCCC2)CCCCC1.C1(B(O)O)CC1, predict the reaction product. The product is: [CH:53]1([C:20]2[CH:21]=[CH:22][C:17]([CH2:16][N:13]3[CH:14]=[CH:15][C:11]([NH:10][C:8]([C:7]4[CH:6]=[CH:5][N:4]=[CH:3][C:2]=4[F:1])=[O:9])=[N:12]3)=[C:18]([C:24]([F:27])([F:26])[F:25])[CH:19]=2)[CH2:54][CH2:49]1. (6) Given the reactants [Cl:1][C:2]1[CH:7]=[CH:6][CH:5]=[CH:4][C:3]=1[C:8]1[CH:19]=[C:18]2[C:14]([CH:15]=[C:16]([CH2:21][OH:22])[N:17]2[CH3:20])=[C:13]2[C:9]=1[C:10](=[O:24])[NH:11][C:12]2=[O:23].B(F)(F)F.[CH3:29][CH2:30][O:31]CC.O, predict the reaction product. The product is: [Cl:1][C:2]1[CH:7]=[CH:6][CH:5]=[CH:4][C:3]=1[C:8]1[CH:19]=[C:18]2[C:14]([CH:15]=[C:16]([CH2:21][O:22][CH2:29][CH2:30][OH:31])[N:17]2[CH3:20])=[C:13]2[C:9]=1[C:10](=[O:24])[NH:11][C:12]2=[O:23]. (7) Given the reactants [OH-].[K+].[CH2:3]([O:5][C:6]([C:8]1([C:11]([O:13]CC)=[O:12])[CH2:10][CH2:9]1)=[O:7])C, predict the reaction product. The product is: [CH3:3][O:5][C:6]([C:8]1([C:11]([OH:13])=[O:12])[CH2:10][CH2:9]1)=[O:7]. (8) Given the reactants C[O:2][C:3]1[C:8]([O:9][CH3:10])=[CH:7][N:6]=[C:5]([C:11]2[CH:18]=[CH:17][C:14]([C:15]#[N:16])=[CH:13][CH:12]=2)[N:4]=1, predict the reaction product. The product is: [CH3:10][O:9][C:8]1[C:3](=[O:2])[NH:4][C:5]([C:11]2[CH:18]=[CH:17][C:14]([C:15]#[N:16])=[CH:13][CH:12]=2)=[N:6][CH:7]=1. (9) Given the reactants Br[C:2]1[CH:7]=[CH:6][C:5]([Br:8])=[CH:4][N:3]=1.[Li]CCCC.[CH3:14][C:15]([CH3:17])=[O:16], predict the reaction product. The product is: [Br:8][C:5]1[CH:6]=[CH:7][C:2]([C:15]([OH:16])([CH3:17])[CH3:14])=[N:3][CH:4]=1.